From a dataset of Catalyst prediction with 721,799 reactions and 888 catalyst types from USPTO. Predict which catalyst facilitates the given reaction. (1) Reactant: [Cl:1][C:2]1[C:3]([N:8]2[C:12](O)([C:13]([O:15][CH3:16])=[O:14])[CH2:11][C:10]([CH2:18]O)=[N:9]2)=[N:4][CH:5]=[CH:6][CH:7]=1.O=S(Cl)[Cl:22]. Product: [Cl:22][CH2:18][C:10]1[CH:11]=[C:12]([C:13]([O:15][CH3:16])=[O:14])[N:8]([C:3]2[C:2]([Cl:1])=[CH:7][CH:6]=[CH:5][N:4]=2)[N:9]=1. The catalyst class is: 23. (2) Reactant: [CH3:1][O:2][C:3]1[CH:4]=[C:5]2[C:10](=[CH:11][C:12]=1[O:13][CH3:14])[N:9]=[CH:8][CH:7]=[C:6]2[O:15][C:16]1[CH:22]=[CH:21][C:19]([NH2:20])=[CH:18][CH:17]=1.C(N(CC)CC)C.ClC(Cl)(O[C:34](=[O:40])OC(Cl)(Cl)Cl)Cl.Cl.[Br:43][C:44]1[CH:45]=[C:46]([C@H:50]([NH2:52])[CH3:51])[CH:47]=[CH:48][CH:49]=1. Product: [Br:43][C:44]1[CH:45]=[C:46]([C@H:50]([NH:52][C:34]([NH:20][C:19]2[CH:21]=[CH:22][C:16]([O:15][C:6]3[C:5]4[C:10](=[CH:11][C:12]([O:13][CH3:14])=[C:3]([O:2][CH3:1])[CH:4]=4)[N:9]=[CH:8][CH:7]=3)=[CH:17][CH:18]=2)=[O:40])[CH3:51])[CH:47]=[CH:48][CH:49]=1. The catalyst class is: 22. (3) Reactant: [CH2:1]([NH2:9])[C:2]([NH:4][CH2:5][C:6]([OH:8])=[O:7])=[O:3].C(NCC)C.[C:15](Cl)([C:28]1[CH:33]=[CH:32][CH:31]=[CH:30][CH:29]=1)([C:22]1[CH:27]=[CH:26][CH:25]=[CH:24][CH:23]=1)[C:16]1[CH:21]=[CH:20][CH:19]=[CH:18][CH:17]=1. Product: [NH:9]([C:15]([C:16]1[CH:21]=[CH:20][CH:19]=[CH:18][CH:17]=1)([C:28]1[CH:29]=[CH:30][CH:31]=[CH:32][CH:33]=1)[C:22]1[CH:23]=[CH:24][CH:25]=[CH:26][CH:27]=1)[CH2:1][C:2]([NH:4][CH2:5][C:6]([OH:8])=[O:7])=[O:3]. The catalyst class is: 666.